From a dataset of Antibody developability classification from SAbDab with 2,409 antibodies. Regression/Classification. Given an antibody's heavy chain and light chain sequences, predict its developability. TAP uses regression for 5 developability metrics; SAbDab uses binary classification. (1) The antibody is ['EVKLLESGGGLVQPGGSLKISCAASGFDFSRYWMNWVRQAPGKGLEWIGEINPDSSTINYTPSLKDKFIISRDNAKNTLYLQMSKVRSEDTAIYYCARQMGYWGQGTTLTVSS', 'DIQMTQTTSSLSASLGDRVTISCSASQGISNYLNWFQQKPDGTVKLLIYYTSSLHSGVPSRFSGSGSGTDYSLTISNLEPEDIATYYCQQYRKLPYTFGGGTKLEIK']. Result: 0 (not developable). (2) The antibody is ['QVQLQQPGAELVKPGASVKLSCKASGYTFTSDWIHWVKQRPGHGLEWIGEIIPSYGRANYNEKIQKKATLTADKSSSTAFMQLSSLTSEDSAVYYCARERGDGYFAVWGAGTTVTVSS', 'PROT_7E7F8549']. Result: 0 (not developable). (3) The antibody is ['QVQLQESGGGLVQPRGSLKLSCAASGFTFNTDAMNWVRQAPGKGLEWVARIRSKGFNFATYYADSVRDRFTISRDDSQSMLYLQMNNLKTEDTGIYYCVRGRDGEAMDYWGQGTTLTVSS', 'DIQLTQSPSSLAVSAGEKVTMNCKSSQNLLHSITRKNYLAWYRQKPGQSPKLLIYWASTRGSGVPDRFTGSGSGTDFTLTISSVQAEDLAVYYCKQSYNLYTFGGGTKLEIK']. Result: 1 (developable). (4) The antibody is ['QVQLVQSGAEVKKPGSSVKVSCKASGGNFNTYTISWVRQAPGQGLEWMGRIIPIFGIVNPAQKFPGRVTINVDKSTNTAYMELSSLRSEDTAVYYCATSGVGLHFGYFDYWGQGTQVTVSS', 'QSVLTQPPSVSGAPGQRVTISCTGSSSNIGAHYDVHWYQQLPGTAPKLLIYGNSNRPSGVPDRFSGSKSGTSASLAITGLQAEDEADYYCQSYDSSLSGYVFGTGTKVTVL']. Result: 0 (not developable). (5) The antibody is ['DVQLQESGPGLVKPSQSLSLTCTVTGYSITSDYAWSWIRQFPGNKLEWMGYINYSGYTSYNPSLKSRISITRDTSENQFFLQLHSVTPEDTATYFCAYGNYLPAYWGQGTLVTVSA', 'DVVMTQTPLSLSVTIGQPASISCKSSQSLLDSDGKTYLNWLLQRPGQSPKRLIYLVSKLASGVPDRFTGSGSGTDFTLKISRVEAEDLGVYYCWQGTHFPWTFGGYTKLEIK']. Result: 0 (not developable).